Dataset: Catalyst prediction with 721,799 reactions and 888 catalyst types from USPTO. Task: Predict which catalyst facilitates the given reaction. Reactant: Cl[C:2]1[CH:7]=[CH:6][C:5]([N+:8]([O-:10])=[O:9])=[CH:4][N:3]=1.[CH3:11][NH:12][CH2:13][CH2:14][CH:15]([CH3:17])[CH3:16].C(=O)([O-])[O-].[K+].[K+]. Product: [CH3:11][N:12]([CH2:13][CH2:14][CH:15]([CH3:17])[CH3:16])[C:2]1[CH:7]=[CH:6][C:5]([N+:8]([O-:10])=[O:9])=[CH:4][N:3]=1. The catalyst class is: 31.